This data is from Reaction yield outcomes from USPTO patents with 853,638 reactions. The task is: Predict the reaction yield, written as a fraction of the theoretical maximum amount of product (1.0 means a 100% yield; for example, 0.34 means a 34% yield). (1) The reactants are [CH2:1]([N:8]1[C:14](=[O:15])[C:13]2[CH:16]=[CH:17][N+:18]([O-])=[CH:19][C:12]=2[O:11][CH2:10][CH2:9]1)[C:2]1[CH:7]=[CH:6][CH:5]=[CH:4][CH:3]=1.O.P(Cl)(Cl)([Cl:24])=O. No catalyst specified. The product is [CH2:1]([N:8]1[C:14](=[O:15])[C:13]2[CH:16]=[CH:17][N:18]=[C:19]([Cl:24])[C:12]=2[O:11][CH2:10][CH2:9]1)[C:2]1[CH:7]=[CH:6][CH:5]=[CH:4][CH:3]=1. The yield is 0.940. (2) The reactants are [CH:1]([N:4]1[C:8]([C:9]2[N:18]=[C:17]3[N:11]([CH2:12][CH2:13][O:14][C:15]4[CH:22]=[C:21](O)[N:20]=[CH:19][C:16]=43)[CH:10]=2)=[N:7][CH:6]=[N:5]1)([CH3:3])[CH3:2].Cl.[F:25][C:26]1([F:34])[CH2:30][NH:29][C@H:28]([C:31]([NH2:33])=[O:32])[CH2:27]1.CCN(C(C)C)C(C)C.C(#N)C. The catalyst is O. The product is [F:25][C:26]1([F:34])[CH2:30][N:29]([C:21]2[N:20]=[CH:19][C:16]3[C:17]4[N:11]([CH:10]=[C:9]([C:8]5[N:4]([CH:1]([CH3:2])[CH3:3])[N:5]=[CH:6][N:7]=5)[N:18]=4)[CH2:12][CH2:13][O:14][C:15]=3[CH:22]=2)[C@H:28]([C:31]([NH2:33])=[O:32])[CH2:27]1. The yield is 0.110. (3) The reactants are [C:1]([O:5][C:6]([N:8]1[CH2:13][CH2:12][N:11]([CH2:14][CH2:15]O)[CH2:10][CH2:9]1)=[O:7])([CH3:4])([CH3:3])[CH3:2].O=S(Cl)[Cl:19]. The catalyst is C(Cl)Cl. The product is [C:1]([O:5][C:6]([N:8]1[CH2:13][CH2:12][N:11]([CH2:14][CH2:15][Cl:19])[CH2:10][CH2:9]1)=[O:7])([CH3:4])([CH3:3])[CH3:2]. The yield is 0.520. (4) The reactants are [CH:1](N(C(C)C)CC)(C)[CH3:2].[Li]CCCC.[CH:15]1([C:20]([OH:22])=[O:21])[CH2:19][CH2:18][CH2:17][CH2:16]1.ICC. The catalyst is C1COCC1.CCCCCCC.Cl. The product is [CH2:1]([C:15]1([C:20]([OH:22])=[O:21])[CH2:19][CH2:18][CH2:17][CH2:16]1)[CH3:2]. The yield is 0.920.